This data is from Kir2.1 potassium channel HTS with 301,493 compounds. The task is: Binary Classification. Given a drug SMILES string, predict its activity (active/inactive) in a high-throughput screening assay against a specified biological target. The molecule is O=C(N1CCN(C(c2n(nnn2)C(C)(C)C)c2cccnc2)CC1)c1occc1. The result is 0 (inactive).